The task is: Regression. Given two drug SMILES strings and cell line genomic features, predict the synergy score measuring deviation from expected non-interaction effect.. This data is from NCI-60 drug combinations with 297,098 pairs across 59 cell lines. (1) Drug 1: CC12CCC(CC1=CCC3C2CCC4(C3CC=C4C5=CN=CC=C5)C)O. Drug 2: COCCOC1=C(C=C2C(=C1)C(=NC=N2)NC3=CC=CC(=C3)C#C)OCCOC.Cl. Cell line: SK-MEL-5. Synergy scores: CSS=3.02, Synergy_ZIP=-1.83, Synergy_Bliss=-3.39, Synergy_Loewe=-5.80, Synergy_HSA=-4.78. (2) Drug 1: CC=C1C(=O)NC(C(=O)OC2CC(=O)NC(C(=O)NC(CSSCCC=C2)C(=O)N1)C(C)C)C(C)C. Drug 2: C1=NC2=C(N1)C(=S)N=CN2. Synergy scores: CSS=13.7, Synergy_ZIP=-1.29, Synergy_Bliss=3.57, Synergy_Loewe=1.79, Synergy_HSA=2.11. Cell line: ACHN. (3) Drug 1: CC1=C2C(C(=O)C3(C(CC4C(C3C(C(C2(C)C)(CC1OC(=O)C(C(C5=CC=CC=C5)NC(=O)OC(C)(C)C)O)O)OC(=O)C6=CC=CC=C6)(CO4)OC(=O)C)O)C)O. Drug 2: CC1C(C(CC(O1)OC2CC(OC(C2O)C)OC3=CC4=CC5=C(C(=O)C(C(C5)C(C(=O)C(C(C)O)O)OC)OC6CC(C(C(O6)C)O)OC7CC(C(C(O7)C)O)OC8CC(C(C(O8)C)O)(C)O)C(=C4C(=C3C)O)O)O)O. Cell line: CAKI-1. Synergy scores: CSS=67.4, Synergy_ZIP=3.79, Synergy_Bliss=3.81, Synergy_Loewe=5.92, Synergy_HSA=7.54. (4) Drug 1: CN1C(=O)N2C=NC(=C2N=N1)C(=O)N. Drug 2: CC1CCCC2(C(O2)CC(NC(=O)CC(C(C(=O)C(C1O)C)(C)C)O)C(=CC3=CSC(=N3)C)C)C. Cell line: UACC62. Synergy scores: CSS=31.3, Synergy_ZIP=-0.852, Synergy_Bliss=-2.85, Synergy_Loewe=-33.7, Synergy_HSA=-0.982.